This data is from NCI-60 drug combinations with 297,098 pairs across 59 cell lines. The task is: Regression. Given two drug SMILES strings and cell line genomic features, predict the synergy score measuring deviation from expected non-interaction effect. (1) Drug 1: CCN(CC)CCNC(=O)C1=C(NC(=C1C)C=C2C3=C(C=CC(=C3)F)NC2=O)C. Drug 2: COCCOC1=C(C=C2C(=C1)C(=NC=N2)NC3=CC=CC(=C3)C#C)OCCOC.Cl. Cell line: SF-268. Synergy scores: CSS=4.13, Synergy_ZIP=-0.507, Synergy_Bliss=-2.28, Synergy_Loewe=1.42, Synergy_HSA=-2.30. (2) Synergy scores: CSS=24.7, Synergy_ZIP=3.60, Synergy_Bliss=4.49, Synergy_Loewe=-14.3, Synergy_HSA=0.559. Cell line: A498. Drug 1: C1=CC(=CC=C1CCC2=CNC3=C2C(=O)NC(=N3)N)C(=O)NC(CCC(=O)O)C(=O)O. Drug 2: CN(C)C1=NC(=NC(=N1)N(C)C)N(C)C. (3) Drug 1: CC1C(C(CC(O1)OC2CC(CC3=C2C(=C4C(=C3O)C(=O)C5=C(C4=O)C(=CC=C5)OC)O)(C(=O)CO)O)N)O.Cl. Drug 2: CN(C)C1=NC(=NC(=N1)N(C)C)N(C)C. Cell line: OVCAR-8. Synergy scores: CSS=2.62, Synergy_ZIP=-1.87, Synergy_Bliss=-2.23, Synergy_Loewe=-2.60, Synergy_HSA=-2.17. (4) Drug 1: C1CN1P(=S)(N2CC2)N3CC3. Drug 2: C(=O)(N)NO. Cell line: NCI-H322M. Synergy scores: CSS=-5.29, Synergy_ZIP=0.919, Synergy_Bliss=-2.33, Synergy_Loewe=-3.64, Synergy_HSA=-5.84. (5) Drug 1: CC1C(C(CC(O1)OC2CC(CC3=C2C(=C4C(=C3O)C(=O)C5=C(C4=O)C(=CC=C5)OC)O)(C(=O)C)O)N)O.Cl. Drug 2: C1CC(=O)NC(=O)C1N2C(=O)C3=CC=CC=C3C2=O. Cell line: CCRF-CEM. Synergy scores: CSS=37.4, Synergy_ZIP=6.11, Synergy_Bliss=8.78, Synergy_Loewe=-43.1, Synergy_HSA=8.94. (6) Drug 1: C1CN1P(=S)(N2CC2)N3CC3. Drug 2: C1CN1C2=NC(=NC(=N2)N3CC3)N4CC4. Cell line: A549. Synergy scores: CSS=44.4, Synergy_ZIP=-8.57, Synergy_Bliss=-5.79, Synergy_Loewe=-1.07, Synergy_HSA=1.06. (7) Drug 1: C1=CC=C(C=C1)NC(=O)CCCCCCC(=O)NO. Drug 2: C(CN)CNCCSP(=O)(O)O. Cell line: HCC-2998. Synergy scores: CSS=15.0, Synergy_ZIP=-3.69, Synergy_Bliss=-2.23, Synergy_Loewe=11.7, Synergy_HSA=-1.04. (8) Drug 1: C1=CC(=CC=C1CCCC(=O)O)N(CCCl)CCCl. Cell line: SF-539. Synergy scores: CSS=44.9, Synergy_ZIP=-3.96, Synergy_Bliss=-1.40, Synergy_Loewe=-4.28, Synergy_HSA=-3.24. Drug 2: C1CN(CCN1C(=O)CCBr)C(=O)CCBr.